The task is: Predict the product of the given reaction.. This data is from Forward reaction prediction with 1.9M reactions from USPTO patents (1976-2016). Given the reactants C(=O)([O-])[O-].[K+].[K+].Cl[C:8]([O:10][CH2:11][CH3:12])=[O:9].O.[NH2:14][CH2:15][CH2:16][CH2:17][CH2:18][OH:19], predict the reaction product. The product is: [CH2:11]([O:10][C:8]([NH:14][CH2:15][CH2:16][CH2:17][CH2:18][OH:19])=[O:9])[CH3:12].